Dataset: Forward reaction prediction with 1.9M reactions from USPTO patents (1976-2016). Task: Predict the product of the given reaction. (1) Given the reactants Cl[C:2]1[N:10]=[C:9]([F:11])[N:8]=[C:7]2[C:3]=1[N:4]=[CH:5][NH:6]2.Cl.[CH3:13][O:14][C:15]1[C:19]([NH2:20])=[CH:18][N:17]([CH3:21])[N:16]=1.C(=O)(O)[O-].[Na+], predict the reaction product. The product is: [F:11][C:9]1[N:8]=[C:7]2[C:3]([N:4]=[CH:5][NH:6]2)=[C:2]([NH:20][C:19]2[C:15]([O:14][CH3:13])=[N:16][N:17]([CH3:21])[CH:18]=2)[N:10]=1. (2) Given the reactants C(N(CC)C1C=CC=CC=1)C.P(Cl)(Cl)([Cl:14])=O.[NH2:17][C:18]1[C:19]2[S:36][C:35](=[O:37])O[C:20]=2[N:21]=[C:22]([S:24][CH2:25][C:26]2[CH:31]=[CH:30][CH:29]=[C:28]([F:32])[C:27]=2[F:33])[N:23]=1.O, predict the reaction product. The product is: [Cl:14][C:20]1[C:19]2[S:36][C:35](=[O:37])[NH:17][C:18]=2[N:23]=[C:22]([S:24][CH2:25][C:26]2[CH:31]=[CH:30][CH:29]=[C:28]([F:32])[C:27]=2[F:33])[N:21]=1.